Dataset: Full USPTO retrosynthesis dataset with 1.9M reactions from patents (1976-2016). Task: Predict the reactants needed to synthesize the given product. (1) The reactants are: Br[C:2]1[CH:8]=[C:7]([C:9]([F:12])([F:11])[F:10])[CH:6]=[CH:5][C:3]=1[NH2:4].C(N(CC)CC)C.CC1C=CC=CC=1P(C1C=CC=CC=1C)C1C=CC=CC=1C.[C:42]([O:46][CH2:47][CH3:48])(=[O:45])[CH:43]=[CH2:44]. Given the product [NH2:4][C:3]1[CH:5]=[CH:6][C:7]([C:9]([F:12])([F:11])[F:10])=[CH:8][C:2]=1/[CH:44]=[CH:43]/[C:42]([O:46][CH2:47][CH3:48])=[O:45], predict the reactants needed to synthesize it. (2) Given the product [C:31]([C:30]1[CH:29]=[CH:28][C:27]([N:26]2[C:22]([C:3]3[C:4](=[O:21])[N:5]([CH2:51][CH2:50][NH:53][C:46](=[O:48])[CH3:47])[C:6](=[O:61])[N:7]([C:8]4[CH:13]=[CH:12][CH:11]=[C:10]([C:14]([F:16])([F:17])[F:15])[CH:9]=4)[C:2]=3[CH3:1])=[CH:23][CH:24]=[N:25]2)=[CH:34][CH:33]=1)#[N:32], predict the reactants needed to synthesize it. The reactants are: [CH3:1][C:2]1[N:7]([C:8]2[CH:13]=[CH:12][CH:11]=[C:10]([C:14]([F:17])([F:16])[F:15])[CH:9]=2)[CH2:6][N:5](CC=O)[C:4](=[O:21])[C:3]=1[C:22]1[N:26]([C:27]2[CH:34]=[CH:33][C:30]([C:31]#[N:32])=[CH:29][CH:28]=2)[N:25]=[CH:24][CH:23]=1.N.C(O[BH-](O[C:46](=[O:48])[CH3:47])OC(=O)C)(=O)C.[Na+].[CH:50]([N:53](C(C)C)CC)(C)[CH3:51].C(OC(=O)C)(=[O:61])C. (3) Given the product [C:3]([O:7][C:8](=[O:23])[NH:9][C@H:10]([CH2:21][O:22][CH3:2])[CH2:11][CH2:12][O:13][CH2:14][C:15]1[CH:16]=[CH:17][CH:18]=[CH:19][CH:20]=1)([CH3:5])([CH3:4])[CH3:6], predict the reactants needed to synthesize it. The reactants are: I[CH3:2].[C:3]([O:7][C:8](=[O:23])[NH:9][C@H:10]([CH2:21][OH:22])[CH2:11][CH2:12][O:13][CH2:14][C:15]1[CH:20]=[CH:19][CH:18]=[CH:17][CH:16]=1)([CH3:6])([CH3:5])[CH3:4]. (4) Given the product [CH2:31]([C:33]1[CH:38]=[CH:37][C:36]([NH:39][C:40](=[O:41])[O:1][CH2:2][C:3]2([C:20](=[O:30])[NH:21][CH2:22][C:23]3[C:28]([CH3:29])=[CH:27][CH:26]=[CH:25][N:24]=3)[CH2:4][CH2:5][N:6]([C:9](=[O:19])[CH2:10][NH:11][C:12]([O:13][C:14]([CH3:17])([CH3:16])[CH3:15])=[O:18])[CH2:7][CH2:8]2)=[CH:35][CH:34]=1)[CH3:32], predict the reactants needed to synthesize it. The reactants are: [OH:1][CH2:2][C:3]1([C:20](=[O:30])[NH:21][CH2:22][C:23]2[C:28]([CH3:29])=[CH:27][CH:26]=[CH:25][N:24]=2)[CH2:8][CH2:7][N:6]([C:9](=[O:19])[CH2:10][NH:11][C:12](=[O:18])[O:13][C:14]([CH3:17])([CH3:16])[CH3:15])[CH2:5][CH2:4]1.[CH2:31]([C:33]1[CH:38]=[CH:37][C:36]([N:39]=[C:40]=[O:41])=[CH:35][CH:34]=1)[CH3:32]. (5) Given the product [N:7]1[C:11]2[CH:12]=[CH:13][CH:14]=[CH:15][C:10]=2[NH:9][C:8]=1[CH2:16][NH:17][CH2:18][CH2:19][CH2:20][CH2:21][NH:22][C:23]([O:25][C:26]([CH3:29])([CH3:28])[CH3:27])=[O:24], predict the reactants needed to synthesize it. The reactants are: B.O1CCCC1.[N:7]1[C:11]2[CH:12]=[CH:13][CH:14]=[CH:15][C:10]=2[NH:9][C:8]=1[CH2:16][NH:17][C:18](=O)[CH2:19][CH2:20][CH2:21][NH:22][C:23]([O:25][C:26]([CH3:29])([CH3:28])[CH3:27])=[O:24].CC(O)=O. (6) The reactants are: [OH:1][C:2]1[C:3]([C:16]([NH:18][C:19]2[S:20][CH:21]=[CH:22][N:23]=2)=[O:17])=[CH:4][N:5]([CH2:9][C:10]2[CH:15]=[CH:14][CH:13]=[CH:12][CH:11]=2)[C:6](=[O:8])[CH:7]=1.OC1C([C:39]([OH:41])=[O:40])=CN(CC2C=CC=CC=2)C(=O)C=1.C(Cl)CCl.O.N1C2C(=NC=CC=2)N(O)N=1.S1C=CN=C1N.[CH3:63][N:64](C)[CH:65]=[O:66]. Given the product [OH:1][C:2]1[C:3]([C:16]([NH:18][C:19]2[S:20][CH:21]=[CH:22][N:23]=2)=[O:17])=[CH:4][N:5]([CH2:9][C:10]2[CH:11]=[CH:12][CH:13]=[CH:14][CH:15]=2)[C:6](=[O:8])[C:7]=1[C:65]([NH:64][CH2:63][C:39]([OH:41])=[O:40])=[O:66], predict the reactants needed to synthesize it. (7) Given the product [OH:17][C:14]1[CH:15]=[CH:16][C:11]([N:8]2[C:9](=[O:10])[C:4]3[CH:3]=[C:2]([O:26][CH3:24])[N:20]=[CH:19][C:5]=3[N:6]=[C:7]2[CH3:18])=[CH:12][CH:13]=1, predict the reactants needed to synthesize it. The reactants are: Cl[C:2]1[N:20]=[CH:19][C:5]2[N:6]=[C:7]([CH3:18])[N:8]([C:11]3[CH:16]=[CH:15][C:14]([OH:17])=[CH:13][CH:12]=3)[C:9](=[O:10])[C:4]=2[CH:3]=1.C[O-].[Na+].[C:24](O)(=[O:26])C. (8) Given the product [N:13]1([CH2:2][C:3]2[CH:4]=[C:5]([CH:10]=[CH:11][CH:12]=2)[C:6]([O:8][CH3:9])=[O:7])[CH2:18][CH2:17][O:16][CH2:15][CH2:14]1, predict the reactants needed to synthesize it. The reactants are: Br[CH2:2][C:3]1[CH:4]=[C:5]([CH:10]=[CH:11][CH:12]=1)[C:6]([O:8][CH3:9])=[O:7].[NH:13]1[CH2:18][CH2:17][O:16][CH2:15][CH2:14]1. (9) Given the product [CH3:1][O:2][C:3]1[CH:23]=[CH:22][C:6]([C:7]2[N:9]([C:14]3[CH:15]=[N:16][C:17]([O:20][CH3:21])=[CH:18][CH:19]=3)[N:10]=[C:11]([OH:12])[N:13]=2)=[CH:5][CH:4]=1, predict the reactants needed to synthesize it. The reactants are: [CH3:1][O:2][C:3]1[CH:23]=[CH:22][C:6]([C:7]([N:9]([C:14]2[CH:15]=[N:16][C:17]([O:20][CH3:21])=[CH:18][CH:19]=2)[NH:10][C:11]([NH2:13])=[O:12])=O)=[CH:5][CH:4]=1.C(O)C. (10) Given the product [NH2:51][C:50]1[N:46]([CH3:45])[N:47]=[CH:48][C:49]=1[NH:52][C:13]([C@@H:12]([NH:11][C:9](=[O:10])[O:8][CH2:1][C:2]1[CH:3]=[CH:4][CH:5]=[CH:6][CH:7]=1)[CH2:16][CH2:17][CH2:18][CH2:19][NH:20][C:21](=[O:22])[O:23][C:24]([CH3:27])([CH3:26])[CH3:25])=[O:15], predict the reactants needed to synthesize it. The reactants are: [CH2:1]([O:8][C:9]([NH:11][C@@H:12]([CH2:16][CH2:17][CH2:18][CH2:19][NH:20][C:21]([O:23][C:24]([CH3:27])([CH3:26])[CH3:25])=[O:22])[C:13]([OH:15])=O)=[O:10])[C:2]1[CH:7]=[CH:6][CH:5]=[CH:4][CH:3]=1.C(N(CC)CC)C.ClC(OC)=O.S(O)(O)(=O)=O.[CH3:45][N:46]1[C:50]([NH2:51])=[C:49]([NH2:52])[CH:48]=[N:47]1.